From a dataset of Reaction yield outcomes from USPTO patents with 853,638 reactions. Predict the reaction yield, written as a fraction of the theoretical maximum amount of product (1.0 means a 100% yield; for example, 0.34 means a 34% yield). (1) The product is [Cl:1][C:2]1[CH:13]=[C:12]([Cl:14])[C:11]([O:15][C:16]2[N:20]([CH3:21])[N:19]=[C:18]([CH3:22])[C:17]=2[CH:23]=[CH2:24])=[CH:10][C:3]=1[O:4][C@@H:5]([CH3:9])[C:6]([N:27]([CH3:28])[CH3:26])=[O:7]. The yield is 0.640. The reactants are [Cl:1][C:2]1[CH:13]=[C:12]([Cl:14])[C:11]([O:15][C:16]2[N:20]([CH3:21])[N:19]=[C:18]([CH3:22])[C:17]=2[CH:23]=[CH2:24])=[CH:10][C:3]=1[O:4][C@@H:5]([CH3:9])[C:6](O)=[O:7].Cl.[CH3:26][NH:27][CH3:28].Cl.C(N=C=NCCCN(C)C)C.ON1C2C=CC=CC=2N=N1. The catalyst is CN(C)C=O.O.C(N(CC)CC)C. (2) The reactants are [CH3:1][O:2][CH2:3][CH2:4][CH2:5][CH2:6][CH:7]([NH:20][C:21]1[CH:29]=[CH:28][C:24](C(O)=O)=[CH:23][CH:22]=1)[C:8]1[O:9][C:10]2[CH:17]=[CH:16][C:15]([O:18][CH3:19])=[CH:14][C:11]=2[C:12]=1[CH3:13].CNC[CH2:33][C:34]([O:36][CH2:37][CH3:38])=[O:35].O.ON1C2C=CC=CC=2N=N1.Cl.C(N=C=NCCCN(C)C)C.[Cl-].[NH4+].[CH3:64][N:65]([CH3:68])[CH:66]=[O:67]. The catalyst is C(N(CC)CC)C. The product is [CH3:1][O:2][CH2:3][CH2:4][CH2:5][CH2:6][CH:7]([NH:20][C:21]1[CH:29]=[CH:28][C:24]([C:66]([N:65]([CH3:68])[CH2:64][CH2:33][C:34]([O:36][CH2:37][CH3:38])=[O:35])=[O:67])=[CH:23][CH:22]=1)[C:8]1[O:9][C:10]2[CH:17]=[CH:16][C:15]([O:18][CH3:19])=[CH:14][C:11]=2[C:12]=1[CH3:13]. The yield is 0.890. (3) The catalyst is C(Cl)Cl. The product is [Br:25][C:15]1[CH:16]=[C:11]([CH2:10][S:7]([N:1]2[CH2:2][CH2:3][O:4][CH2:5][CH2:6]2)(=[O:9])=[O:8])[CH:12]=[CH:13][C:14]=1[NH2:17]. The reactants are [N:1]1([S:7]([CH2:10][C:11]2[CH:16]=[CH:15][C:14]([NH2:17])=[CH:13][CH:12]=2)(=[O:9])=[O:8])[CH2:6][CH2:5][O:4][CH2:3][CH2:2]1.C1C(=O)N([Br:25])C(=O)C1.C([O-])(O)=O.[Na+]. The yield is 0.980.